Dataset: Peptide-MHC class II binding affinity with 134,281 pairs from IEDB. Task: Regression. Given a peptide amino acid sequence and an MHC pseudo amino acid sequence, predict their binding affinity value. This is MHC class II binding data. (1) The peptide sequence is SQDLELSWNLNGAQAY. The MHC is DRB1_0401 with pseudo-sequence DRB1_0401. The binding affinity (normalized) is 0.753. (2) The peptide sequence is KRTYSDRGWGNGCGL. The MHC is DRB1_0404 with pseudo-sequence DRB1_0404. The binding affinity (normalized) is 0. (3) The peptide sequence is GSRIAFSNIQDLGKK. The MHC is DRB1_0101 with pseudo-sequence DRB1_0101. The binding affinity (normalized) is 0.628.